This data is from Full USPTO retrosynthesis dataset with 1.9M reactions from patents (1976-2016). The task is: Predict the reactants needed to synthesize the given product. (1) Given the product [F:14][C:8]1([C:7]2[C:2]([O:31][C:28]3[CH:27]=[CH:26][C:25]([NH:24][C:16]4[S:15][C:19]5[CH:20]=[CH:21][CH:22]=[CH:23][C:18]=5[N:17]=4)=[CH:30][CH:29]=3)=[N:3][CH:4]=[CH:5][CH:6]=2)[CH2:13][CH2:12][O:11][CH2:10][CH2:9]1, predict the reactants needed to synthesize it. The reactants are: Cl[C:2]1[C:7]([C:8]2([F:14])[CH2:13][CH2:12][O:11][CH2:10][CH2:9]2)=[CH:6][CH:5]=[CH:4][N:3]=1.[S:15]1[C:19]2[CH:20]=[CH:21][CH:22]=[CH:23][C:18]=2[N:17]=[C:16]1[NH:24][C:25]1[CH:30]=[CH:29][C:28]([OH:31])=[CH:27][CH:26]=1.C(=O)([O-])[O-].[Cs+].[Cs+]. (2) Given the product [N:19]1([CH:1]=[C:3]2[CH2:8][CH2:7][N:6]([C:9]([O:11][CH2:12][C:13]3[CH:18]=[CH:17][CH:16]=[CH:15][CH:14]=3)=[O:10])[CH2:5][CH2:4]2)[CH2:24][CH2:23][CH2:22][CH2:21][CH2:20]1, predict the reactants needed to synthesize it. The reactants are: [CH:1]([CH:3]1[CH2:8][CH2:7][N:6]([C:9]([O:11][CH2:12][C:13]2[CH:18]=[CH:17][CH:16]=[CH:15][CH:14]=2)=[O:10])[CH2:5][CH2:4]1)=O.[NH:19]1[CH2:24][CH2:23][CH2:22][CH2:21][CH2:20]1. (3) Given the product [CH3:34][O:33][C:21]1[CH:20]=[C:19]([NH:18][C:16]2[N:15]=[CH:14][N:13]=[C:12]3[NH:11][N:10]=[C:9]([O:8][CH2:7][CH2:6][N:35]4[CH2:39][CH2:38][CH2:37][CH2:36]4)[C:17]=23)[CH:24]=[CH:23][C:22]=1[O:25][CH2:26][C:27]1[CH:32]=[CH:31][CH:30]=[CH:29][N:28]=1, predict the reactants needed to synthesize it. The reactants are: CS(O[CH2:6][CH2:7][O:8][C:9]1[C:17]2[C:12](=[N:13][CH:14]=[N:15][C:16]=2[NH:18][C:19]2[CH:24]=[CH:23][C:22]([O:25][CH2:26][C:27]3[CH:32]=[CH:31][CH:30]=[CH:29][N:28]=3)=[C:21]([O:33][CH3:34])[CH:20]=2)[NH:11][N:10]=1)(=O)=O.[NH:35]1[CH2:39][CH2:38][CH2:37][CH2:36]1. (4) Given the product [Br:1][C:2]1[CH:10]=[N:9][CH:8]=[CH:7][C:3]=1[C:4]([N:19]([O:20][CH3:21])[CH3:18])=[O:5], predict the reactants needed to synthesize it. The reactants are: [Br:1][C:2]1[CH:10]=[N:9][CH:8]=[CH:7][C:3]=1[C:4](O)=[O:5].C(Cl)(=O)C(Cl)=O.Cl.[CH3:18][NH:19][O:20][CH3:21].C(N(CC)CC)C. (5) Given the product [C:38]1([CH3:41])[CH:37]=[CH:36][C:35]([S:32]([O-:34])(=[O:31])=[O:33])=[CH:40][CH:39]=1.[C:17]([C:14]1[CH:15]=[CH:16][C:11]([CH:10]2[N:9]3[C:19](=[O:42])[N:20]([CH2:22][CH2:23][CH2:24][S:25]([CH2:28][CH2:29][CH2:30][N+:7]([CH3:43])([CH3:8])[CH3:6])(=[O:26])=[O:27])[N:21]=[C:8]3[N:7]([C:43]3[CH:48]=[CH:47][CH:46]=[C:45]([C:49]([F:50])([F:51])[F:52])[CH:44]=3)[C:6]([CH3:53])=[C:5]2[C:3]([O:2][CH3:1])=[O:4])=[CH:12][CH:13]=1)#[N:18], predict the reactants needed to synthesize it. The reactants are: [CH3:1][O:2][C:3]([C:5]1[CH:10]([C:11]2[CH:16]=[CH:15][C:14]([C:17]#[N:18])=[CH:13][CH:12]=2)[N:9]2[C:19](=[O:42])[N:20]([CH2:22][CH2:23][CH2:24][S:25]([CH2:28][CH2:29][CH2:30][O:31][S:32]([C:35]3[CH:40]=[CH:39][C:38]([CH3:41])=[CH:37][CH:36]=3)(=[O:34])=[O:33])(=[O:27])=[O:26])[N:21]=[C:8]2[N:7]([C:43]2[CH:48]=[CH:47][CH:46]=[C:45]([C:49]([F:52])([F:51])[F:50])[CH:44]=2)[C:6]=1[CH3:53])=[O:4].